The task is: Predict the product of the given reaction.. This data is from Forward reaction prediction with 1.9M reactions from USPTO patents (1976-2016). (1) Given the reactants [F:1][C:2]1[CH:20]=[C:19]([I:21])[CH:18]=[CH:17][C:3]=1[NH:4][C:5]1[C:6]([C:12]([O:14][CH2:15][CH3:16])=[O:13])=[CH:7][NH:8][C:9](=[O:11])[CH:10]=1.[H-].[Na+].Br[CH2:25][CH2:26][O:27][CH2:28][CH2:29][O:30][CH3:31], predict the reaction product. The product is: [F:1][C:2]1[CH:20]=[C:19]([I:21])[CH:18]=[CH:17][C:3]=1[NH:4][C:5]1[C:6]([C:12]([O:14][CH2:15][CH3:16])=[O:13])=[CH:7][N:8]([CH2:25][CH2:26][O:27][CH2:28][CH2:29][O:30][CH3:31])[C:9](=[O:11])[CH:10]=1. (2) Given the reactants [CH2:1]([N:3]1[CH2:8][CH2:7][N:6]([CH2:9][C:10]2[CH:18]=[CH:17][C:13]([C:14]([OH:16])=O)=[CH:12][C:11]=2[CH3:19])[CH2:5][CH2:4]1)[CH3:2].[NH2:20][C@H:21]1[C@H:26]2[C@@H:22]1[O:23][C:24]1[CH:30]=[CH:29][C:28]([O:31][C:32]3[CH:41]=[CH:40][N:39]=[C:38]4[C:33]=3[CH2:34][CH2:35][C:36](=[O:42])[NH:37]4)=[CH:27][C:25]=12.CN(C(ON1N=NC2C=CC=NC1=2)=[N+](C)C)C.F[P-](F)(F)(F)(F)F.CCN(C(C)C)C(C)C, predict the reaction product. The product is: [CH2:1]([N:3]1[CH2:4][CH2:5][N:6]([CH2:9][C:10]2[CH:18]=[CH:17][C:13]([C:14]([NH:20][C@H:21]3[C@H:26]4[C@@H:22]3[O:23][C:24]3[CH:30]=[CH:29][C:28]([O:31][C:32]5[C:33]6[CH2:34][CH2:35][C:36](=[O:42])[NH:37][C:38]=6[N:39]=[CH:40][CH:41]=5)=[CH:27][C:25]=34)=[O:16])=[CH:12][C:11]=2[CH3:19])[CH2:7][CH2:8]1)[CH3:2]. (3) The product is: [F:31][C:28]1[CH:27]=[CH:26][C:25]([N:22]2[CH2:21][CH2:20][N:19]([C:17](=[O:18])[CH2:16][N:4]3[C:3]([CH3:8])=[C:2]([I:1])[C:6]([CH3:7])=[N:5]3)[CH2:24][CH2:23]2)=[CH:30][CH:29]=1. Given the reactants [I:1][C:2]1[C:3]([CH3:8])=[N:4][NH:5][C:6]=1[CH3:7].C([O-])([O-])=O.[K+].[K+].Cl[CH2:16][C:17]([N:19]1[CH2:24][CH2:23][N:22]([C:25]2[CH:30]=[CH:29][C:28]([F:31])=[CH:27][CH:26]=2)[CH2:21][CH2:20]1)=[O:18].CN(C=O)C, predict the reaction product. (4) Given the reactants [C:1]([O:5][C:6]([N:8]1[CH2:13][CH2:12][C:11]([CH3:17])([C:14]([OH:16])=O)[CH2:10][CH2:9]1)=[O:7])([CH3:4])([CH3:3])[CH3:2].CN([C:21]([O:25][N:26]1N=NC2C=CC=N[C:27]1=2)=[N+](C)C)C.F[P-](F)(F)(F)(F)F.CCN(C(C)C)C(C)C.Cl.CONC, predict the reaction product. The product is: [CH3:21][O:25][N:26]([CH3:27])[C:14]([C:11]1([CH3:17])[CH2:10][CH2:9][N:8]([C:6]([O:5][C:1]([CH3:2])([CH3:3])[CH3:4])=[O:7])[CH2:13][CH2:12]1)=[O:16]. (5) Given the reactants CC1(C)C(C)(C)OB([C:9]2[CH:14]=[CH:13][C:12]([CH2:15][C:16]([NH:18][C:19]3[CH:23]=[C:22]([C:24]4([C:27]([F:30])([F:29])[F:28])[CH2:26][CH2:25]4)[O:21][N:20]=3)=[O:17])=[CH:11][CH:10]=2)O1.Br[C:33]1[CH:34]=[C:35]2[C:41]([O:42][CH3:43])=[N:40][N:39]([CH2:44][C:45]3[CH:50]=[CH:49][C:48]([O:51][CH3:52])=[CH:47][CH:46]=3)[C:36]2=[N:37][CH:38]=1.C([O-])([O-])=O.[Na+].[Na+], predict the reaction product. The product is: [CH3:43][O:42][C:41]1[C:35]2[C:36](=[N:37][CH:38]=[C:33]([C:9]3[CH:14]=[CH:13][C:12]([CH2:15][C:16]([NH:18][C:19]4[CH:23]=[C:22]([C:24]([CH3:25])([CH3:26])[C:27]([F:28])([F:30])[F:29])[O:21][N:20]=4)=[O:17])=[CH:11][CH:10]=3)[CH:34]=2)[N:39]([CH2:44][C:45]2[CH:50]=[CH:49][C:48]([O:51][CH3:52])=[CH:47][CH:46]=2)[N:40]=1. (6) The product is: [Cl:1][C:2]1[CH:3]=[C:4]2[C:9](=[CH:10][CH:11]=1)[N:8]=[C:7]([O:12][CH3:13])[C:6]([NH:14][C:15]([N:29]1[CH2:30][CH2:31][N:26]([C:21]3[CH:22]=[CH:23][CH:24]=[CH:25][N:20]=3)[CH2:27][CH2:28]1)=[O:19])=[N:5]2. Given the reactants [Cl:1][C:2]1[CH:3]=[C:4]2[C:9](=[CH:10][CH:11]=1)[N:8]=[C:7]([O:12][CH3:13])[C:6]([NH:14][C:15](=[O:19])OCC)=[N:5]2.[N:20]1[CH:25]=[CH:24][CH:23]=[CH:22][C:21]=1[N:26]1[CH2:31][CH2:30][NH:29][CH2:28][CH2:27]1, predict the reaction product. (7) Given the reactants [Br:1][C:2]1[CH:7]=[CH:6][C:5]([C:8]2[N:13]=[C:12]([C:14](OC)([O:16]C)[CH3:15])[CH:11]=[CH:10][N:9]=2)=[CH:4][CH:3]=1.[F:20][C:21]([F:26])([F:25])[C:22]([OH:24])=[O:23], predict the reaction product. The product is: [F:20][C:21]([F:26])([F:25])[C:22]([OH:24])=[O:23].[Br:1][C:2]1[CH:3]=[CH:4][C:5]([C:8]2[N:13]=[C:12]([C:14](=[O:16])[CH3:15])[CH:11]=[CH:10][N:9]=2)=[CH:6][CH:7]=1.